Binary Classification. Given a drug SMILES string, predict its activity (active/inactive) in a high-throughput screening assay against a specified biological target. From a dataset of Choline transporter screen with 302,306 compounds. (1) The drug is O(C1C2C3C(C(C2)C1)CCC3)C(=O)Nc1ccccc1. The result is 0 (inactive). (2) The compound is FC(F)(F)c1cc(N2C(=O)C3N(N=C(C3C2=O)C(OCC)=O)C(=O)Nc2ccc(OC)cc2)ccc1. The result is 0 (inactive). (3) The drug is Fc1ccc(C(N(CCO)C(=O)Cn2nc(nn2)c2oc(cc2)C)C(=O)NC2CCCC2)cc1. The result is 0 (inactive). (4) The molecule is Fc1c(N2CCN(CCNC(=O)C3CN(C4CCCC4)C(=O)C3)CC2)cccc1. The result is 0 (inactive).